From a dataset of Reaction yield outcomes from USPTO patents with 853,638 reactions. Predict the reaction yield, written as a fraction of the theoretical maximum amount of product (1.0 means a 100% yield; for example, 0.34 means a 34% yield). (1) The reactants are [C:1](#[N:8])[C:2]1[CH:7]=[CH:6][CH:5]=[CH:4][CH:3]=1.[CH:9]([O-:11])=O.[NH4+:12]. The catalyst is C(OCC)(=O)C.CO.[Pd]. The product is [NH2:12][C:4]1[C:3]([O:11][CH3:9])=[C:2]([CH:7]=[C:6]([C:2]([CH3:7])([CH3:3])[CH3:1])[CH:5]=1)[C:1]#[N:8]. The yield is 0.770. (2) The catalyst is CO.[Pt]=O. The yield is 0.412. The product is [C:16]([O:20][C:21](=[O:22])[NH:1][C:4]1[CH:5]=[CH:6][C:7]([N:10]2[CH2:15][CH2:14][CH2:13][CH2:12][CH2:11]2)=[N:8][CH:9]=1)([CH3:19])([CH3:18])[CH3:17]. The reactants are [N+:1]([C:4]1[CH:5]=[CH:6][C:7]([N:10]2[CH2:15][CH2:14][CH2:13][CH2:12][CH2:11]2)=[N:8][CH:9]=1)([O-])=O.[C:16]([O:20][C:21](O[C:21]([O:20][C:16]([CH3:19])([CH3:18])[CH3:17])=[O:22])=[O:22])([CH3:19])([CH3:18])[CH3:17].[H][H]. (3) The reactants are [Cl:1][C:2]1[CH:3]=[C:4]([CH:9]2[CH2:13][N:12]([C:14]([O:16][C:17]([CH3:20])([CH3:19])[CH3:18])=[O:15])[CH:11](OC)[CH2:10]2)[CH:5]=[C:6]([Cl:8])[CH:7]=1.[BH4-].[Na+].[OH-].[Na+]. The catalyst is C(O)(=O)C. The product is [C:17]([O:16][C:14]([N:12]1[CH2:11][CH2:10][CH:9]([C:4]2[CH:5]=[C:6]([Cl:8])[CH:7]=[C:2]([Cl:1])[CH:3]=2)[CH2:13]1)=[O:15])([CH3:20])([CH3:18])[CH3:19]. The yield is 1.00. (4) The reactants are Br[C:2]1[CH:7]=[CH:6][C:5]([CH2:8][C:9]([O:11][CH2:12][CH3:13])=[O:10])=[C:4]([Cl:14])[CH:3]=1.[CH3:15][C:16]1([CH3:32])[C:20]([CH3:22])([CH3:21])[O:19][B:18]([B:18]2[O:19][C:20]([CH3:22])([CH3:21])[C:16]([CH3:32])([CH3:15])[O:17]2)[O:17]1.C([O-])(=O)C.[K+]. The catalyst is O1CCOCC1. The product is [Cl:14][C:4]1[CH:3]=[C:2]([B:18]2[O:19][C:20]([CH3:22])([CH3:21])[C:16]([CH3:32])([CH3:15])[O:17]2)[CH:7]=[CH:6][C:5]=1[CH2:8][C:9]([O:11][CH2:12][CH3:13])=[O:10]. The yield is 0.900.